From a dataset of Reaction yield outcomes from USPTO patents with 853,638 reactions. Predict the reaction yield, written as a fraction of the theoretical maximum amount of product (1.0 means a 100% yield; for example, 0.34 means a 34% yield). (1) The reactants are [NH2:1][C:2]1[CH:7]=[CH:6][C:5]([C:8]2[C:16]3[C:11](=[N:12][CH:13]=[N:14][C:15]=3[NH2:17])[N:10]([C@H:18]3[CH2:23][CH2:22][C@@H:21]([N:24]4[CH2:29][CH2:28][N:27]([CH3:30])[CH2:26][CH2:25]4)[CH2:20][CH2:19]3)[N:9]=2)=[CH:4][C:3]=1[O:31][CH3:32].[CH3:33][C:34]([CH3:45])([CH2:38][C:39]1[CH:44]=[CH:43][CH:42]=[CH:41][CH:40]=1)[C:35](Cl)=[O:36].C(=O)(O)[O-].[Na+]. The catalyst is N1C=CC=CC=1. The product is [NH2:17][C:15]1[N:14]=[CH:13][N:12]=[C:11]2[N:10]([C@H:18]3[CH2:23][CH2:22][C@@H:21]([N:24]4[CH2:25][CH2:26][N:27]([CH3:30])[CH2:28][CH2:29]4)[CH2:20][CH2:19]3)[N:9]=[C:8]([C:5]3[CH:6]=[CH:7][C:2]([NH:1][C:35](=[O:36])[C:34]([CH3:33])([CH3:45])[CH2:38][C:39]4[CH:44]=[CH:43][CH:42]=[CH:41][CH:40]=4)=[C:3]([O:31][CH3:32])[CH:4]=3)[C:16]=12. The yield is 0.620. (2) The reactants are [CH3:1][O:2][N:3]=[CH:4][C:5]1[CH:10]=[CH:9][C:8]([C:11]([F:14])([F:13])[F:12])=[CH:7][CH:6]=1.C([BH3-])#N.[Na+]. No catalyst specified. The product is [CH3:1][O:2][NH:3][CH2:4][C:5]1[CH:6]=[CH:7][C:8]([C:11]([F:12])([F:13])[F:14])=[CH:9][CH:10]=1. The yield is 0.730.